This data is from Forward reaction prediction with 1.9M reactions from USPTO patents (1976-2016). The task is: Predict the product of the given reaction. (1) Given the reactants C[O-].[K+].[C:4](#[N:14])[CH2:5][CH2:6][CH2:7][CH2:8][CH2:9][CH2:10][CH2:11][CH2:12][CH3:13].[C:15](OCC)(=[O:18])[CH2:16][CH3:17].Cl, predict the reaction product. The product is: [C:15]([CH:5]([CH2:6][CH2:7][CH2:8][CH2:9][CH2:10][CH2:11][CH2:12][CH3:13])[C:4]#[N:14])(=[O:18])[CH2:16][CH3:17]. (2) Given the reactants [CH3:1][CH:2]([CH3:19])[CH2:3][C:4]([NH:6][C:7]1[C:11]2[CH:12]=[CH:13][CH:14]=[CH:15][C:10]=2[O:9][C:8]=1[C:16]([NH2:18])=[O:17])=O.[OH-].[Na+].Cl, predict the reaction product. The product is: [CH2:3]([C:4]1[NH:18][C:16](=[O:17])[C:8]2[O:9][C:10]3[CH:15]=[CH:14][CH:13]=[CH:12][C:11]=3[C:7]=2[N:6]=1)[CH:2]([CH3:19])[CH3:1]. (3) Given the reactants [F:1][C:2]1[CH:3]=[C:4]([N:9]([CH3:32])[CH:10]([C:12]2[CH:13]=[C:14]([C:29](O)=[O:30])[CH:15]=[C:16]3[C:21]=2[O:20][C:19]([N:22]2[CH2:27][CH2:26][O:25][CH2:24][CH2:23]2)=[CH:18][C:17]3=[O:28])[CH3:11])[CH:5]=[C:6]([F:8])[CH:7]=1.CN1CCOCC1.[NH:40]1[CH2:45][CH2:44][CH:43]([OH:46])[CH2:42][CH2:41]1, predict the reaction product. The product is: [F:1][C:2]1[CH:3]=[C:4]([N:9]([CH3:32])[CH:10]([C:12]2[CH:13]=[C:14]([C:29]([N:40]3[CH2:45][CH2:44][CH:43]([OH:46])[CH2:42][CH2:41]3)=[O:30])[CH:15]=[C:16]3[C:21]=2[O:20][C:19]([N:22]2[CH2:27][CH2:26][O:25][CH2:24][CH2:23]2)=[CH:18][C:17]3=[O:28])[CH3:11])[CH:5]=[C:6]([F:8])[CH:7]=1. (4) Given the reactants [CH3:1][O:2][C:3](=[O:24])[CH2:4][CH2:5][C:6]1[CH:11]=[CH:10][C:9]([O:12][C:13]2[CH:18]=[C:17]([F:19])[CH:16]=[C:15]([CH:20]([NH2:22])[CH3:21])[CH:14]=2)=[CH:8][C:7]=1[CH3:23].[Cl:25][C:26]1[CH:34]=[C:33]([C:35]([F:38])([F:37])[F:36])[CH:32]=[CH:31][C:27]=1[C:28](O)=[O:29], predict the reaction product. The product is: [CH3:1][O:2][C:3](=[O:24])[CH2:4][CH2:5][C:6]1[CH:11]=[CH:10][C:9]([O:12][C:13]2[CH:14]=[C:15]([C@H:20]([NH:22][C:28](=[O:29])[C:27]3[CH:31]=[CH:32][C:33]([C:35]([F:36])([F:37])[F:38])=[CH:34][C:26]=3[Cl:25])[CH3:21])[CH:16]=[C:17]([F:19])[CH:18]=2)=[CH:8][C:7]=1[CH3:23]. (5) Given the reactants [F:1][C:2]([F:11])([F:10])[C:3]1[C:7]([CH:8]=[O:9])=[CH:6][NH:5][N:4]=1.CC(C)([O-])C.[K+].Br[CH2:19][C:20]([NH:22][C:23]1[S:27][C:26]2[CH2:28][CH2:29][CH2:30][CH2:31][C:25]=2[C:24]=1[C:32]([NH:34][CH3:35])=[O:33])=[O:21].[NH4+].[Cl-], predict the reaction product. The product is: [CH:8]([C:7]1[C:3]([C:2]([F:1])([F:10])[F:11])=[N:4][N:5]([CH2:19][C:20]([NH:22][C:23]2[S:27][C:26]3[CH2:28][CH2:29][CH2:30][CH2:31][C:25]=3[C:24]=2[C:32]([NH:34][CH3:35])=[O:33])=[O:21])[CH:6]=1)=[O:9]. (6) Given the reactants [Cl:1][C:2]1[N:3]=[C:4](Cl)[C:5]2[O:10][CH:9]=[CH:8][C:6]=2[N:7]=1.C(N(CC)CC)C.[NH2:19][C:20]1[NH:24][N:23]=[C:22]([C:25]([NH:27][CH:28]2[CH2:30][CH2:29]2)=[O:26])[CH:21]=1, predict the reaction product. The product is: [Cl:1][C:2]1[N:3]=[C:4]([NH:19][C:20]2[NH:24][N:23]=[C:22]([C:25]([NH:27][CH:28]3[CH2:29][CH2:30]3)=[O:26])[CH:21]=2)[C:5]2[O:10][CH:9]=[CH:8][C:6]=2[N:7]=1.